This data is from NCI-60 drug combinations with 297,098 pairs across 59 cell lines. The task is: Regression. Given two drug SMILES strings and cell line genomic features, predict the synergy score measuring deviation from expected non-interaction effect. (1) Drug 1: CC1=C(C(=CC=C1)Cl)NC(=O)C2=CN=C(S2)NC3=CC(=NC(=N3)C)N4CCN(CC4)CCO. Drug 2: CCN(CC)CCCC(C)NC1=C2C=C(C=CC2=NC3=C1C=CC(=C3)Cl)OC. Cell line: UACC-257. Synergy scores: CSS=2.45, Synergy_ZIP=-0.502, Synergy_Bliss=0.523, Synergy_Loewe=-1.76, Synergy_HSA=-0.162. (2) Drug 1: CCCCCOC(=O)NC1=NC(=O)N(C=C1F)C2C(C(C(O2)C)O)O. Drug 2: CC1=C2C(C(=O)C3(C(CC4C(C3C(C(C2(C)C)(CC1OC(=O)C(C(C5=CC=CC=C5)NC(=O)OC(C)(C)C)O)O)OC(=O)C6=CC=CC=C6)(CO4)OC(=O)C)O)C)O. Cell line: SN12C. Synergy scores: CSS=2.83, Synergy_ZIP=0.632, Synergy_Bliss=3.59, Synergy_Loewe=4.96, Synergy_HSA=1.45. (3) Drug 1: C1=CC(=CC=C1CC(C(=O)O)N)N(CCCl)CCCl.Cl. Drug 2: C#CCC(CC1=CN=C2C(=N1)C(=NC(=N2)N)N)C3=CC=C(C=C3)C(=O)NC(CCC(=O)O)C(=O)O. Cell line: SK-OV-3. Synergy scores: CSS=9.73, Synergy_ZIP=-3.74, Synergy_Bliss=-3.30, Synergy_Loewe=-7.22, Synergy_HSA=-4.61.